This data is from Full USPTO retrosynthesis dataset with 1.9M reactions from patents (1976-2016). The task is: Predict the reactants needed to synthesize the given product. (1) Given the product [F:1][C:2]1[CH:3]=[CH:4][C:5]2[N:6]([C:8]([N:11]3[CH2:16][CH2:15][CH2:14][C@H:13]([O:17][Si:28]([CH:32]([CH3:34])[CH3:33])([CH:29]([CH3:31])[CH3:30])[CH:25]([CH3:27])[CH3:26])[CH2:12]3)=[N:9][N:10]=2)[CH:7]=1, predict the reactants needed to synthesize it. The reactants are: [F:1][C:2]1[CH:3]=[CH:4][C:5]2[N:6]([C:8]([N:11]3[CH2:16][CH2:15][CH2:14][C@H:13]([OH:17])[CH2:12]3)=[N:9][N:10]=2)[CH:7]=1.CCN(CC)CC.[CH:25]([Si:28](OS(C(F)(F)F)(=O)=O)([CH:32]([CH3:34])[CH3:33])[CH:29]([CH3:31])[CH3:30])([CH3:27])[CH3:26]. (2) Given the product [F:1][C:2]1[CH:10]=[CH:9][C:8]([F:11])=[C:7]2[C:3]=1[C:4]([C:5]([OH:12])=[O:26])=[N:14][NH:6]2, predict the reactants needed to synthesize it. The reactants are: [F:1][C:2]1[CH:10]=[CH:9][C:8]([F:11])=[C:7]2[C:3]=1[C:4](=O)[C:5](=[O:12])[NH:6]2.[N:14]([O-])=O.[Na+].OS(O)(=O)=O.Cl[Sn]Cl.[OH-:26].[Na+]. (3) Given the product [ClH:1].[Cl:1][C:2]1[CH:3]=[C:4]([NH:5][C:19]2[C:28]3[C:23](=[CH:24][CH:25]=[C:26]([C:29]4[O:30][C:31]([CH3:34])=[N:32][N:33]=4)[CH:27]=3)[N:22]=[CH:21][N:20]=2)[CH:6]=[CH:7][C:8]=1[O:9][CH2:10][C:11]1[CH:16]=[CH:15][CH:14]=[C:13]([F:17])[CH:12]=1, predict the reactants needed to synthesize it. The reactants are: [Cl:1][C:2]1[CH:3]=[C:4]([CH:6]=[CH:7][C:8]=1[O:9][CH2:10][C:11]1[CH:16]=[CH:15][CH:14]=[C:13]([F:17])[CH:12]=1)[NH2:5].Cl[C:19]1[C:28]2[C:23](=[CH:24][CH:25]=[C:26]([C:29]3[O:30][C:31]([CH3:34])=[N:32][N:33]=3)[CH:27]=2)[N:22]=[CH:21][N:20]=1. (4) Given the product [C:3]([OH:12])(=[O:11])[CH2:4][CH2:5][CH2:6][CH2:7][C:8]([OH:10])=[O:9].[NH2:13][CH2:14][CH2:15][CH2:16][CH2:17][CH2:18][NH2:19], predict the reactants needed to synthesize it. The reactants are: O.O.[C:3]([OH:12])(=[O:11])[CH2:4][CH2:5][CH2:6][CH2:7][C:8]([OH:10])=[O:9].[NH2:13][CH2:14][CH2:15][CH2:16][CH2:17][CH2:18][NH2:19].NCCCCCN.C(O)(=O)CCCCC(O)=O. (5) The reactants are: [NH:1]1[C:9]2[C:4](=[CH:5][CH:6]=[CH:7][CH:8]=2)[C:3]2([C:13]3=[CH:14][C:15]4[O:19][CH2:18][O:17][C:16]=4[CH:20]=[C:12]3[O:11][CH2:10]2)[C:2]1=[O:21].BrC1C=CC=C2C=1C1(C3=CC4OCOC=4C=C3OC1)C(=O)N2.[CH3:44][S:45](Cl)(=[O:47])=[O:46].BrCC1OC(C(F)(F)F)=CC=1. Given the product [CH3:44][S:45]([N:1]1[C:9]2[C:4](=[CH:5][CH:6]=[CH:7][CH:8]=2)[C:3]2([C:13]3=[CH:14][C:15]4[O:19][CH2:18][O:17][C:16]=4[CH:20]=[C:12]3[O:11][CH2:10]2)[C:2]1=[O:21])(=[O:47])=[O:46], predict the reactants needed to synthesize it. (6) Given the product [CH:11]1([CH2:14][CH2:15][NH:16][C:17]([C:19]2[N:20]=[N:21][C:22]([N:25]3[CH2:30][CH2:29][N:28]([C:8]([C:7]4[C:2]([Cl:1])=[N:3][CH:4]=[CH:5][CH:6]=4)=[O:10])[CH2:27][CH2:26]3)=[CH:23][CH:24]=2)=[O:18])[CH2:13][CH2:12]1, predict the reactants needed to synthesize it. The reactants are: [Cl:1][C:2]1[C:7]([C:8]([OH:10])=O)=[CH:6][CH:5]=[CH:4][N:3]=1.[CH:11]1([CH2:14][CH2:15][NH:16][C:17]([C:19]2[N:20]=[N:21][C:22]([N:25]3[CH2:30][CH2:29][NH:28][CH2:27][CH2:26]3)=[CH:23][CH:24]=2)=[O:18])[CH2:13][CH2:12]1. (7) Given the product [CH3:1][Si:2]([CH3:52])([CH3:51])[CH2:3][CH2:4][O:5][CH2:6][N:7]([CH2:43][O:44][CH2:45][CH2:46][Si:47]([CH3:50])([CH3:49])[CH3:48])[C:8]1[N:13]2[N:14]=[CH:15][C:16]([C:17]3[CH:18]=[N:19][C:20]([C:23]4[CH:28]=[CH:27][CH:26]=[CH:25][CH:24]=4)=[CH:21][CH:22]=3)=[C:12]2[N:11]=[C:10]([CH:29]2[CH2:34][CH2:33][N:32]([C:35]([O:37][C:38]([CH3:41])([CH3:40])[CH3:39])=[O:36])[CH2:31][CH2:30]2)[C:9]=1[C:66]#[N:67], predict the reactants needed to synthesize it. The reactants are: [CH3:1][Si:2]([CH3:52])([CH3:51])[CH2:3][CH2:4][O:5][CH2:6][N:7]([CH2:43][O:44][CH2:45][CH2:46][Si:47]([CH3:50])([CH3:49])[CH3:48])[C:8]1[N:13]2[N:14]=[CH:15][C:16]([C:17]3[CH:18]=[N:19][C:20]([C:23]4[CH:28]=[CH:27][CH:26]=[CH:25][CH:24]=4)=[CH:21][CH:22]=3)=[C:12]2[N:11]=[C:10]([CH:29]2[CH2:34][CH2:33][N:32]([C:35]([O:37][C:38]([CH3:41])([CH3:40])[CH3:39])=[O:36])[CH2:31][CH2:30]2)[C:9]=1Br.[Sn]([C:66]#[N:67])(CCCC)(CCCC)CCCC. (8) Given the product [CH3:10][C:8]1[C:7]([O:11][C:12]([F:13])([F:14])[F:15])=[CH:6][C:5]2[NH:16][CH2:17][CH2:18][CH2:19][C:20](=[O:22])[C:4]=2[CH:9]=1, predict the reactants needed to synthesize it. The reactants are: COC(=O)[C:4]1[CH:9]=[C:8]([CH3:10])[C:7]([O:11][C:12]([F:15])([F:14])[F:13])=[CH:6][C:5]=1[N:16](C(OC(C)(C)C)=O)[CH2:17][CH2:18][CH2:19][C:20]([O:22]C)=O.CC(C)([O-])C.[K+].C(O)(=O)C.C(OCC)(=O)C. (9) The reactants are: [CH:1]1([N:4]2[C:13]3[C:8](=[CH:9][C:10]([C:14]4[CH:15]=[N:16][C:17]([NH:29][C:30]([NH:32][CH2:33][CH3:34])=[O:31])=[CH:18][C:19]=4[C:20]4[S:21][CH:22]=[C:23]([C:25]([F:28])([F:27])[F:26])[N:24]=4)=[CH:11][CH:12]=3)[C:7](=[O:35])[C:6]([C:36](O)=[O:37])=[CH:5]2)[CH2:3][CH2:2]1.CN(C(ON1N=NC2C=CC=NC1=2)=[N+](C)C)C.F[P-](F)(F)(F)(F)F.CCN(C(C)C)C(C)C.[CH3:72][O:73][CH2:74][CH2:75][NH2:76]. Given the product [CH:1]1([N:4]2[C:13]3[C:8](=[CH:9][C:10]([C:14]4[CH:15]=[N:16][C:17]([NH:29][C:30]([NH:32][CH2:33][CH3:34])=[O:31])=[CH:18][C:19]=4[C:20]4[S:21][CH:22]=[C:23]([C:25]([F:28])([F:27])[F:26])[N:24]=4)=[CH:11][CH:12]=3)[C:7](=[O:35])[C:6]([C:36]([NH:76][CH2:75][CH2:74][O:73][CH3:72])=[O:37])=[CH:5]2)[CH2:3][CH2:2]1, predict the reactants needed to synthesize it. (10) Given the product [Cl:30][C:12]1[N:11]=[C:10]([F:31])[C:9]2[O:8][C:5]3[C:4]([C@@:15]4([CH2:20][CH2:19][O:18]/[C:17](=[N:21]\[C:22](=[O:29])[C:23]5[CH:24]=[CH:25][CH:26]=[CH:27][CH:28]=5)/[NH:16]4)[C:14]=2[CH:13]=1)=[CH:3][C:2]([NH:32][C:33]1[C:38]([CH3:39])=[CH:37][CH:36]=[CH:35][N:34]=1)=[CH:7][CH:6]=3, predict the reactants needed to synthesize it. The reactants are: Br[C:2]1[CH:3]=[C:4]2[C@@:15]3([CH2:20][CH2:19][O:18]/[C:17](=[N:21]\[C:22](=[O:29])[C:23]4[CH:28]=[CH:27][CH:26]=[CH:25][CH:24]=4)/[NH:16]3)[C:14]3[CH:13]=[C:12]([Cl:30])[N:11]=[C:10]([F:31])[C:9]=3[O:8][C:5]2=[CH:6][CH:7]=1.[NH2:32][C:33]1[C:38]([CH3:39])=[CH:37][CH:36]=[CH:35][N:34]=1.C(P(C(C)(C)C)C1(C(C)C)CC(C(C)C)=CC(C(C)C)=C1C1C=CC=CC=1)(C)(C)C.C[Si]([N-][Si](C)(C)C)(C)C.[Li+].